Dataset: Catalyst prediction with 721,799 reactions and 888 catalyst types from USPTO. Task: Predict which catalyst facilitates the given reaction. (1) Reactant: [Cl:1][C:2]1[N:7]=[C:6]([NH:8][C:9](=[O:14])[C:10]([CH3:13])([CH3:12])[CH3:11])[CH:5]=[CH:4][CH:3]=1.C([Li])(C)(C)C.CCCCC.[I:25]I.Cl. Product: [Cl:1][C:2]1[N:7]=[C:6]([NH:8][C:9](=[O:14])[C:10]([CH3:11])([CH3:13])[CH3:12])[C:5]([I:25])=[CH:4][CH:3]=1. The catalyst class is: 1. (2) Reactant: [F-].C([N+](CCCC)(CCCC)CCCC)CCC.[C:19]1([CH2:25][O:26][C:27]2[CH:32]=[CH:31][C:30]([C:33]3[CH:34]=[C:35]4[C:39](=[CH:40][C:41]=3[C:42]3[CH:47]=[CH:46][C:45]([O:48][CH2:49][C:50]5[CH:55]=[CH:54][CH:53]=[CH:52][CH:51]=5)=[CH:44][CH:43]=3)[N:38](COCC[Si](C)(C)C)[N:37]=[C:36]4[NH:64][C:65](=[O:69])[CH2:66][CH2:67][CH3:68])=[CH:29][CH:28]=2)[CH:24]=[CH:23][CH:22]=[CH:21][CH:20]=1.C(OCC)(=O)C. Product: [C:19]1([CH2:25][O:26][C:27]2[CH:32]=[CH:31][C:30]([C:33]3[CH:34]=[C:35]4[C:39](=[CH:40][C:41]=3[C:42]3[CH:47]=[CH:46][C:45]([O:48][CH2:49][C:50]5[CH:51]=[CH:52][CH:53]=[CH:54][CH:55]=5)=[CH:44][CH:43]=3)[NH:38][N:37]=[C:36]4[NH:64][C:65](=[O:69])[CH2:66][CH2:67][CH3:68])=[CH:29][CH:28]=2)[CH:20]=[CH:21][CH:22]=[CH:23][CH:24]=1. The catalyst class is: 7. (3) Reactant: [Cl-].[Cl-].[Cl-].[Al+3].[Cl-].[Na+].C([O:11][C:12]1[CH:17]=[CH:16][C:15]([Br:18])=[CH:14][CH:13]=1)(=O)C=C. The catalyst class is: 6. Product: [Br:18][C:15]1[CH:14]=[CH:13][C:12]([OH:11])=[C:17]2[C:16]=1[CH2:14][CH2:13][C:12]2=[O:11]. (4) Reactant: [CH:1]1([O:4][C:5]2[CH:6]=[C:7]([C:15]3[N:31]([CH2:32]OCC[Si](C)(C)C)[C:18]4[CH:19]=[N:20][N:21](CC5C=CC=CC=5)[C:22](=[O:23])[C:17]=4[C:16]=3[OH:40])[CH:8]=[CH:9][C:10]=2[O:11][CH:12]([F:14])[F:13])[CH2:3][CH2:2]1.C1(O[C:45]2[CH:46]=[C:47](C3N(COCC[Si](C)(C)C)C4C=NNC(=O)C=4C=3)[CH:48]=[CH:49][C:50]=2OC(F)F)CC1. Product: [CH:1]1([O:4][C:5]2[CH:6]=[C:7]([C:15]3[N:31]([CH2:32][C:45]4[CH:46]=[CH:47][CH:48]=[CH:49][CH:50]=4)[C:18]4[CH:19]=[N:20][NH:21][C:22](=[O:23])[C:17]=4[C:16]=3[OH:40])[CH:8]=[CH:9][C:10]=2[O:11][CH:12]([F:14])[F:13])[CH2:3][CH2:2]1. The catalyst class is: 6. (5) Reactant: CS(O[CH2:6][CH:7]([N:9]([C:16]([O:18][C:19]([CH3:22])([CH3:21])[CH3:20])=[O:17])[CH2:10][C:11]1[NH:15][N:14]=[CH:13][CH:12]=1)[CH3:8])(=O)=O.[H-].[Na+].O. Product: [CH3:6][CH:7]1[CH2:8][N:15]2[N:14]=[CH:13][CH:12]=[C:11]2[CH2:10][N:9]1[C:16]([O:18][C:19]([CH3:22])([CH3:21])[CH3:20])=[O:17]. The catalyst class is: 3. (6) Reactant: [CH3:1][C:2]1[C:15]([C:16]([O:18]CC)=[O:17])=[C:5]2[CH:6]=[C:7]([C:10]([O:12]CC)=[O:11])[CH:8]=[CH:9][N:4]2[N:3]=1.[OH-].[Na+].O. Product: [CH3:1][C:2]1[C:15]([C:16]([OH:18])=[O:17])=[C:5]2[CH:6]=[C:7]([C:10]([OH:12])=[O:11])[CH:8]=[CH:9][N:4]2[N:3]=1. The catalyst class is: 8. (7) Reactant: [F:1][C:2]1[CH:7]=[C:6]([N+:8]([O-])=O)[CH:5]=[C:4]([F:11])[C:3]=1[N:12]1[CH2:17][CH2:16][Si:15]([CH3:24])([C:18]2[CH:23]=[CH:22][CH:21]=[CH:20][CH:19]=2)[CH2:14][CH2:13]1.C([O-])(O)=O.[Na+].[C:30](Cl)([O:32][CH2:33][C:34]1[CH:39]=[CH:38][CH:37]=[CH:36][CH:35]=1)=[O:31]. Product: [CH2:33]([O:32][C:30](=[O:31])[NH:8][C:6]1[CH:7]=[C:2]([F:1])[C:3]([N:12]2[CH2:17][CH2:16][Si:15]([CH3:24])([C:18]3[CH:23]=[CH:22][CH:21]=[CH:20][CH:19]=3)[CH2:14][CH2:13]2)=[C:4]([F:11])[CH:5]=1)[C:34]1[CH:39]=[CH:38][CH:37]=[CH:36][CH:35]=1. The catalyst class is: 123. (8) Reactant: CN(C(ON1N=NC2C=CC=NC1=2)=[N+](C)C)C.F[P-](F)(F)(F)(F)F.C(N(CC)CC)C.[O:32]1[CH2:37][CH2:36][N:35]([C:38]2[N:39]=[CH:40][C:41]3[CH:47]=[C:46]([C:48]([OH:50])=O)[C:45](=[O:51])[NH:44][C:42]=3[N:43]=2)[CH2:34][CH2:33]1.[NH2:52][C:53]1[C:54]([Cl:71])=[CH:55][C:56]([F:70])=[C:57]([CH:69]=1)[C:58]([NH:60][CH2:61][C:62]1[CH:67]=[CH:66][CH:65]=[C:64]([Cl:68])[CH:63]=1)=[O:59]. Product: [Cl:71][C:54]1[CH:55]=[C:56]([F:70])[C:57]([C:58](=[O:59])[NH:60][CH2:61][C:62]2[CH:67]=[CH:66][CH:65]=[C:64]([Cl:68])[CH:63]=2)=[CH:69][C:53]=1[NH:52][C:48]([C:46]1[C:45](=[O:51])[NH:44][C:42]2[N:43]=[C:38]([N:35]3[CH2:34][CH2:33][O:32][CH2:37][CH2:36]3)[N:39]=[CH:40][C:41]=2[CH:47]=1)=[O:50]. The catalyst class is: 120. (9) Reactant: [Br:1][C:2]1[CH:7]=[CH:6][C:5](CO)=[CH:4][CH:3]=1.S(Cl)(Cl)=O.Cl[CH2:15][Cl:16]. Product: [Br:1][C:2]1([CH2:15][Cl:16])[CH:3]=[CH:4][CH:5]=[CH:6][CH2:7]1. The catalyst class is: 142.